From a dataset of Peptide-MHC class II binding affinity with 134,281 pairs from IEDB. Regression. Given a peptide amino acid sequence and an MHC pseudo amino acid sequence, predict their binding affinity value. This is MHC class II binding data. (1) The peptide sequence is RKVFLEIKKGHVFEE. The MHC is DRB1_0101 with pseudo-sequence DRB1_0101. The binding affinity (normalized) is 0.769. (2) The peptide sequence is QTSKKIGDDATLS. The MHC is DRB1_1501 with pseudo-sequence DRB1_1501. The binding affinity (normalized) is 0.